This data is from Peptide-MHC class II binding affinity with 134,281 pairs from IEDB. The task is: Regression. Given a peptide amino acid sequence and an MHC pseudo amino acid sequence, predict their binding affinity value. This is MHC class II binding data. (1) The peptide sequence is MLMTGGVTLVRKNRW. The MHC is HLA-DQA10501-DQB10302 with pseudo-sequence HLA-DQA10501-DQB10302. The binding affinity (normalized) is 0.395. (2) The peptide sequence is LNYRPLLPKDRRMII. The MHC is HLA-DPA10103-DPB10301 with pseudo-sequence HLA-DPA10103-DPB10301. The binding affinity (normalized) is 0.322. (3) The peptide sequence is KVFIDTIPNIMFFST. The MHC is HLA-DQA10101-DQB10501 with pseudo-sequence HLA-DQA10101-DQB10501. The binding affinity (normalized) is 0.324. (4) The peptide sequence is NMNIKLKMPLYVAGH. The MHC is DRB1_0701 with pseudo-sequence DRB1_0701. The binding affinity (normalized) is 0.194.